This data is from Forward reaction prediction with 1.9M reactions from USPTO patents (1976-2016). The task is: Predict the product of the given reaction. Given the reactants [C:1]([O:5][C:6]([NH:8][CH:9]([C:22]1[CH:27]=[CH:26][CH:25]=[CH:24][CH:23]=1)[C:10]([O:12][CH:13]1[CH2:19][CH:18]2[N:20]([CH3:21])[CH:15]([CH2:16][CH2:17]2)[CH2:14]1)=[O:11])=[O:7])([CH3:4])([CH3:3])[CH3:2].[I:28][CH3:29], predict the reaction product. The product is: [I-:28].[C:1]([O:5][C:6]([NH:8][CH:9]([C:22]1[CH:23]=[CH:24][CH:25]=[CH:26][CH:27]=1)[C:10]([O:12][CH:13]1[CH2:14][CH:15]2[N+:20]([CH3:29])([CH3:21])[CH:18]([CH2:17][CH2:16]2)[CH2:19]1)=[O:11])=[O:7])([CH3:4])([CH3:2])[CH3:3].